From a dataset of Forward reaction prediction with 1.9M reactions from USPTO patents (1976-2016). Predict the product of the given reaction. (1) The product is: [CH3:4][CH2:3][C:5]1[CH:6]=[CH:7][C:8]([C:11]2[C:20]3[CH:19]=[C:18]([C:21]#[C:22][C:23]4[CH:24]=[CH:25][C:26]([C:27]([OH:29])=[O:28])=[CH:32][CH:33]=4)[CH:17]=[CH:16][C:15]=3[S:14][C:13]([CH3:34])([CH3:35])[CH:12]=2)=[CH:9][CH:10]=1. Given the reactants [OH-].[Na+].[CH2:3]([C:5]1[CH:10]=[CH:9][C:8]([C:11]2[C:20]3[C:15](=[CH:16][CH:17]=[C:18]([C:21]#[C:22][C:23]4[CH:33]=[CH:32][C:26]([C:27]([O:29]CC)=[O:28])=[CH:25][CH:24]=4)[CH:19]=3)[S:14][C:13]([CH3:35])([CH3:34])[CH:12]=2)=[CH:7][CH:6]=1)[CH3:4].Cl, predict the reaction product. (2) Given the reactants [C:1]([C:3]1[CH:4]=[CH:5][N:6]2[C:11]=1[CH:10]=[C:9]([C:12](O)=[O:13])[CH:8]=[CH:7]2)#[N:2].CC(C)CC(Cl)=O.CN1CCOCC1, predict the reaction product. The product is: [OH:13][CH2:12][C:9]1[CH:8]=[CH:7][N:6]2[C:11]([CH:10]=1)=[C:3]([C:1]#[N:2])[CH:4]=[CH:5]2. (3) Given the reactants [CH2:1]([O:3][P:4](/[CH:9]=[CH:10]/[C:11]1[CH:20]=[CH:19][C:18]2[C:13](=[C:14]([C:22]3[C:31]4[C:26](=[CH:27][CH:28]=[CH:29][CH:30]=4)[CH:25]=[CH:24][CH:23]=3)[CH:15]=[C:16]([NH2:21])[CH:17]=2)[N:12]=1)(=[O:8])[O:5][CH2:6][CH3:7])[CH3:2].N1C=CC=CC=1.Cl[C:39]([O:41][CH3:42])=[O:40], predict the reaction product. The product is: [CH2:1]([O:3][P:4](/[CH:9]=[CH:10]/[C:11]1[CH:20]=[CH:19][C:18]2[C:13](=[C:14]([C:22]3[C:31]4[C:26](=[CH:27][CH:28]=[CH:29][CH:30]=4)[CH:25]=[CH:24][CH:23]=3)[CH:15]=[C:16]([NH:21][C:39]([O:41][CH3:42])=[O:40])[CH:17]=2)[N:12]=1)(=[O:8])[O:5][CH2:6][CH3:7])[CH3:2]. (4) Given the reactants [CH3:1][C:2]1[CH:7]=[CH:6][C:5]([S:8]([NH2:11])(=[O:10])=[O:9])=[CH:4][C:3]=1[N+:12]([O-])=O, predict the reaction product. The product is: [NH2:12][C:3]1[CH:4]=[C:5]([S:8]([NH2:11])(=[O:9])=[O:10])[CH:6]=[CH:7][C:2]=1[CH3:1]. (5) Given the reactants [NH2:1][CH:2]([CH3:26])[CH2:3][C:4]1[CH:5]=[C:6]([NH:10][C:11]([NH:13][C:14]2[CH:19]=[CH:18][CH:17]=[CH:16][C:15]=2[C:20]2[CH:25]=[CH:24][CH:23]=[CH:22][CH:21]=2)=[O:12])[CH:7]=[CH:8][CH:9]=1.Br[CH2:28][C@@H:29]([C:38]1[CH:49]=[CH:48][C:41]2[O:42][C:43]([CH3:47])([CH3:46])[O:44][CH2:45][C:40]=2[CH:39]=1)[O:30][Si:31]([C:34]([CH3:37])([CH3:36])[CH3:35])([CH3:33])[CH3:32].C(=O)([O-])O.[Na+].O, predict the reaction product. The product is: [C:15]1([C:20]2[CH:21]=[CH:22][CH:23]=[CH:24][CH:25]=2)[CH:16]=[CH:17][CH:18]=[CH:19][C:14]=1[NH:13][C:11]([NH:10][C:6]1[CH:7]=[CH:8][CH:9]=[C:4]([CH2:3][CH:2]([NH:1][CH2:28][C@H:29]([O:30][Si:31]([C:34]([CH3:35])([CH3:37])[CH3:36])([CH3:32])[CH3:33])[C:38]2[CH:49]=[CH:48][C:41]3[O:42][C:43]([CH3:46])([CH3:47])[O:44][CH2:45][C:40]=3[CH:39]=2)[CH3:26])[CH:5]=1)=[O:12]. (6) Given the reactants [F:1][C:2]([F:42])([F:41])[CH2:3][NH:4][C:5]([NH:7][C:8]1[CH:9]=[C:10]([C:14]2[N:18]3[N:19]=[CH:20][C:21]([C:23]4[CH:24]=[N:25][N:26]([CH:28]5[CH2:33][CH2:32][N:31](C(OC(C)(C)C)=O)[CH2:30][CH2:29]5)[CH:27]=4)=[CH:22][C:17]3=[N:16][CH:15]=2)[CH:11]=[CH:12][CH:13]=1)=[O:6].Cl.C[O-].[Na+], predict the reaction product. The product is: [NH:31]1[CH2:32][CH2:33][CH:28]([N:26]2[CH:27]=[C:23]([C:21]3[CH:20]=[N:19][N:18]4[C:14]([C:10]5[CH:9]=[C:8]([NH:7][C:5]([NH:4][CH2:3][C:2]([F:41])([F:1])[F:42])=[O:6])[CH:13]=[CH:12][CH:11]=5)=[CH:15][N:16]=[C:17]4[CH:22]=3)[CH:24]=[N:25]2)[CH2:29][CH2:30]1.